Task: Predict the reaction yield, written as a fraction of the theoretical maximum amount of product (1.0 means a 100% yield; for example, 0.34 means a 34% yield).. Dataset: Reaction yield outcomes from USPTO patents with 853,638 reactions (1) The reactants are [CH:1]1([N:4]2[CH2:10][CH2:9][CH2:8][N:7]([C:11]([C:13]3[N:18]=[C:17]([C:19]#[N:20])[C:16]([O:21][C:22]4[CH:27]=[CH:26][C:25]([S:28][CH3:29])=[CH:24][CH:23]=4)=[CH:15][CH:14]=3)=[O:12])[CH2:6][CH2:5]2)[CH2:3][CH2:2]1.N.[OH:31]O. The product is [CH:1]1([N:4]2[CH2:10][CH2:9][CH2:8][N:7]([C:11]([C:13]3[N:18]=[C:17]([C:19]([NH2:20])=[O:31])[C:16]([O:21][C:22]4[CH:23]=[CH:24][C:25]([S:28][CH3:29])=[CH:26][CH:27]=4)=[CH:15][CH:14]=3)=[O:12])[CH2:6][CH2:5]2)[CH2:2][CH2:3]1. The catalyst is CO.C(Cl)Cl. The yield is 0.260. (2) The reactants are [F:1][C:2]1[CH:7]=[CH:6][CH:5]=[C:4]([F:8])[C:3]=1[N:9]1[C:14]2[N:15]=[C:16]([S:29][CH3:30])[N:17]=[C:18]([C:19]3[CH:20]=[C:21]([CH:25]=[CH:26][C:27]=3[CH3:28])[C:22](O)=[O:23])[C:13]=2[CH2:12][NH:11][C:10]1=[O:31].[CH2:32]([NH2:35])[CH2:33][CH3:34].CN(C(ON1N=NC2C=CC=NC1=2)=[N+](C)C)C.F[P-](F)(F)(F)(F)F.C(N(C(C)C)CC)(C)C. The catalyst is C(Cl)Cl.O. The product is [F:1][C:2]1[CH:7]=[CH:6][CH:5]=[C:4]([F:8])[C:3]=1[N:9]1[C:14]2[N:15]=[C:16]([S:29][CH3:30])[N:17]=[C:18]([C:19]3[CH:20]=[C:21]([CH:25]=[CH:26][C:27]=3[CH3:28])[C:22]([NH:35][CH2:32][CH2:33][CH3:34])=[O:23])[C:13]=2[CH2:12][NH:11][C:10]1=[O:31]. The yield is 0.840. (3) The reactants are [Cl:1][C:2]1[CH:3]=[C:4]([N+:16]([O-])=O)[CH:5]=[CH:6][C:7]=1[O:8][CH2:9][C:10]1[CH:15]=[N:14][CH:13]=[CH:12][N:11]=1. The catalyst is C(OCC)(=O)C.[Pt]. The product is [Cl:1][C:2]1[CH:3]=[C:4]([CH:5]=[CH:6][C:7]=1[O:8][CH2:9][C:10]1[CH:15]=[N:14][CH:13]=[CH:12][N:11]=1)[NH2:16]. The yield is 0.940. (4) The reactants are [Cl:1][C:2]1[N:7]=[C:6](Cl)[CH:5]=[CH:4][N:3]=1.[CH2:9]([C:13]1[O:14][C:15]2[CH:21]=[CH:20][CH:19]=[CH:18][C:16]=2[N:17]=1)[CH2:10][C:11]#[CH:12]. No catalyst specified. The product is [Cl:1][C:2]1[N:7]=[C:6]([C:12]#[C:11][CH2:10][CH2:9][C:13]2[O:14][C:15]3[CH:21]=[CH:20][CH:19]=[CH:18][C:16]=3[N:17]=2)[CH:5]=[CH:4][N:3]=1. The yield is 0.0900. (5) The reactants are [CH3:1][C@H:2]1[NH:7][C@@H:6]([CH3:8])[CH2:5][N:4]([C:9]2[CH:10]=[C:11]([C:15](=[O:17])[CH3:16])[CH:12]=[CH:13][CH:14]=2)[CH2:3]1.[BH-](OC(C)=O)(OC(C)=O)O[C:20](C)=O.[Na+].C=O.[NH4+].[OH-]. The catalyst is C(Cl)Cl.O. The product is [NH4+:4].[OH-:17].[CH3:8][C@H:6]1[N:7]([CH3:20])[C@@H:2]([CH3:1])[CH2:3][N:4]([C:9]2[CH:10]=[C:11]([C:15](=[O:17])[CH3:16])[CH:12]=[CH:13][CH:14]=2)[CH2:5]1. The yield is 0.0300. (6) The reactants are [Cl:1][CH2:2][CH2:3][CH2:4][N:5]1[C:9]2[CH:10]=[CH:11][CH:12]=[CH:13][C:8]=2[NH:7][C:6]1=[O:14].C=O.[C:17]([O-])(=[O:19])C.[Na+]. The catalyst is C(O)(=O)C. The product is [Cl:1][CH2:2][CH2:3][CH2:4][N:5]1[C:9]2[CH:10]=[CH:11][CH:12]=[CH:13][C:8]=2[N:7]([CH2:17][OH:19])[C:6]1=[O:14]. The yield is 0.900. (7) The reactants are [Cl:1][C:2]1[CH:7]=[CH:6][C:5]([CH:8]2[CH2:13][CH:12]([C:14]([O:16]C)=[O:15])[CH2:11][CH2:10][N:9]2[C:18]([O:20][CH3:21])=[O:19])=[C:4]([F:22])[CH:3]=1.C(#N)C.[Br-].[Li+].CCN(CC)CC. The catalyst is CC(OC)(C)C.O. The product is [Cl:1][C:2]1[CH:7]=[CH:6][C:5]([CH:8]2[CH2:13][CH:12]([C:14]([OH:16])=[O:15])[CH2:11][CH2:10][N:9]2[C:18]([O:20][CH3:21])=[O:19])=[C:4]([F:22])[CH:3]=1. The yield is 0.980.